This data is from Forward reaction prediction with 1.9M reactions from USPTO patents (1976-2016). The task is: Predict the product of the given reaction. The product is: [N:21]1[CH:22]=[CH:23][CH:24]=[C:19]([N:6]2[CH2:7][C@@H:1]3[C@H:5]2[CH2:4][N:3]([C:8]([O:10][CH2:11][C:12]2[CH:17]=[CH:16][CH:15]=[CH:14][CH:13]=2)=[O:9])[CH2:2]3)[CH:20]=1. Given the reactants [C@@H:1]12[CH2:7][NH:6][C@@H:5]1[CH2:4][N:3]([C:8]([O:10][CH2:11][C:12]1[CH:17]=[CH:16][CH:15]=[CH:14][CH:13]=1)=[O:9])[CH2:2]2.Br[C:19]1[CH:20]=[N:21][CH:22]=[CH:23][CH:24]=1, predict the reaction product.